From a dataset of Reaction yield outcomes from USPTO patents with 853,638 reactions. Predict the reaction yield, written as a fraction of the theoretical maximum amount of product (1.0 means a 100% yield; for example, 0.34 means a 34% yield). The reactants are [CH:1]1([N:7]([CH:19]2[CH2:24][CH2:23][CH2:22][CH2:21][CH2:20]2)[C:8](=[O:18])[NH:9][C:10]2[S:11][C:12]([C:15]([OH:17])=O)=[CH:13][N:14]=2)[CH2:6][CH2:5][CH2:4][CH2:3][CH2:2]1.[C:25]([O:29][C:30]([N:32]1[CH2:37][CH2:36][NH:35][CH2:34][CH2:33]1)=[O:31])([CH3:28])([CH3:27])[CH3:26].CN(C(ON1N=NC2C=CC=CC1=2)=[N+](C)C)C.F[P-](F)(F)(F)(F)F.CCN(C(C)C)C(C)C. The catalyst is CCOC(C)=O.CN(C=O)C. The product is [C:25]([O:29][C:30]([N:32]1[CH2:37][CH2:36][N:35]([C:15]([C:12]2[S:11][C:10]([NH:9][C:8]([N:7]([CH:1]3[CH2:6][CH2:5][CH2:4][CH2:3][CH2:2]3)[CH:19]3[CH2:20][CH2:21][CH2:22][CH2:23][CH2:24]3)=[O:18])=[N:14][CH:13]=2)=[O:17])[CH2:34][CH2:33]1)=[O:31])([CH3:28])([CH3:26])[CH3:27]. The yield is 0.720.